This data is from Catalyst prediction with 721,799 reactions and 888 catalyst types from USPTO. The task is: Predict which catalyst facilitates the given reaction. (1) Reactant: [C:1]([NH:5][C:6]1[N:10]2[CH:11]=[CH:12][CH:13]=[CH:14][C:9]2=[N:8][C:7]=1[C:15]1[S:16][C:17]([C:20]#[C:21][Si](C)(C)C)=[CH:18][CH:19]=1)([CH3:4])([CH3:3])[CH3:2].C(=O)([O-])[O-].[K+].[K+].O. Product: [C:1]([NH:5][C:6]1[N:10]2[CH:11]=[CH:12][CH:13]=[CH:14][C:9]2=[N:8][C:7]=1[C:15]1[S:16][C:17]([C:20]#[CH:21])=[CH:18][CH:19]=1)([CH3:4])([CH3:3])[CH3:2]. The catalyst class is: 100. (2) Reactant: [C:1]1([S:7]([NH:10][C:11]2[CH:12]=[C:13]([C:17]3[CH:18]=[CH:19][C:20]4[N:21]=[CH:22][N:23]=[C:24]([O:27][CH:28]5[CH2:33][CH2:32][N:31](C(OC(C)(C)C)=O)[CH2:30][CH2:29]5)[C:25]=4[N:26]=3)[CH:14]=[N:15][CH:16]=2)(=[O:9])=[O:8])[CH:6]=[CH:5][CH:4]=[CH:3][CH:2]=1.C(O)(C(F)(F)F)=O. Product: [NH:31]1[CH2:32][CH2:33][CH:28]([O:27][C:24]2[C:25]3[N:26]=[C:17]([C:13]4[CH:12]=[C:11]([NH:10][S:7]([C:1]5[CH:6]=[CH:5][CH:4]=[CH:3][CH:2]=5)(=[O:8])=[O:9])[CH:16]=[N:15][CH:14]=4)[CH:18]=[CH:19][C:20]=3[N:21]=[CH:22][N:23]=2)[CH2:29][CH2:30]1. The catalyst class is: 2. (3) Reactant: [O:1]=[C:2]([C:9]1[CH:14]=[CH:13][CH:12]=[CH:11][C:10]=1[C:15]([F:18])([F:17])[F:16])[CH2:3][C:4]([O:6][CH2:7][CH3:8])=[O:5].S(Cl)([Cl:22])(=O)=O. Product: [Cl:22][CH:3]([C:2](=[O:1])[C:9]1[CH:14]=[CH:13][CH:12]=[CH:11][C:10]=1[C:15]([F:16])([F:17])[F:18])[C:4]([O:6][CH2:7][CH3:8])=[O:5]. The catalyst class is: 27.